Predict the product of the given reaction. From a dataset of Forward reaction prediction with 1.9M reactions from USPTO patents (1976-2016). (1) Given the reactants C(O)(C(F)(F)F)=O.[Cl:8][C:9]1[C:16]([Cl:17])=[CH:15][CH:14]=[CH:13][C:10]=1[CH:11]=[O:12].S(=O)(=O)(O)O.[Br:23]N1C(=O)CCC1=O, predict the reaction product. The product is: [Br:23][C:14]1[CH:15]=[C:16]([Cl:17])[C:9]([Cl:8])=[C:10]([CH:13]=1)[CH:11]=[O:12]. (2) Given the reactants [C:1]([O:5][C:6]([N:8]([CH3:18])[C:9]1[CH:17]=[CH:16][C:12]([C:13]([OH:15])=O)=[CH:11][CH:10]=1)=[O:7])([CH3:4])([CH3:3])[CH3:2].[N:19]1[C:28]2[C:23](=[CH:24][CH:25]=[CH:26][CH:27]=2)[CH:22]=[C:21]([NH2:29])[CH:20]=1, predict the reaction product. The product is: [C:1]([O:5][C:6](=[O:7])[N:8]([CH3:18])[C:9]1[CH:10]=[CH:11][C:12]([C:13](=[O:15])[NH:29][C:21]2[CH:20]=[N:19][C:28]3[C:23]([CH:22]=2)=[CH:24][CH:25]=[CH:26][CH:27]=3)=[CH:16][CH:17]=1)([CH3:2])([CH3:3])[CH3:4]. (3) Given the reactants [Cl:1][C:2]1[N:3]([CH2:10][C@:11]2([CH3:14])[CH2:13][O:12]2)[CH:4]=[C:5]([N+:7]([O-:9])=[O:8])[N:6]=1.[NH:15]1[CH2:20][CH2:19][CH:18]([N:21]([CH2:29][CH2:30][C:31]2[CH:36]=[CH:35][C:34]([C:37]([F:40])([F:39])[F:38])=[CH:33][CH:32]=2)[C:22](=[O:28])[O:23][C:24]([CH3:27])([CH3:26])[CH3:25])[CH2:17][CH2:16]1, predict the reaction product. The product is: [Cl:1][C:2]1[N:3]([CH2:10][C@:11]([OH:12])([CH3:14])[CH2:13][N:15]2[CH2:20][CH2:19][CH:18]([N:21]([CH2:29][CH2:30][C:31]3[CH:32]=[CH:33][C:34]([C:37]([F:38])([F:39])[F:40])=[CH:35][CH:36]=3)[C:22](=[O:28])[O:23][C:24]([CH3:26])([CH3:27])[CH3:25])[CH2:17][CH2:16]2)[CH:4]=[C:5]([N+:7]([O-:9])=[O:8])[N:6]=1. (4) Given the reactants [Br:1][C:2]1[CH:9]=[CH:8][CH:7]=[CH:6][C:3]=1[CH2:4]Br.[C:10]([C:12]1[CH:17]=[C:16]([Cl:18])[CH:15]=[CH:14][C:13]=1[OH:19])#[N:11].[H-].[Na+], predict the reaction product. The product is: [Br:1][C:2]1[CH:9]=[CH:8][CH:7]=[CH:6][C:3]=1[CH2:4][O:19][C:13]1[CH:14]=[CH:15][C:16]([Cl:18])=[CH:17][C:12]=1[C:10]#[N:11]. (5) Given the reactants C1(C=CC=C(N)C=1O)O.[NH2:10][CH2:11][CH2:12][C:13]1[CH:20]=[CH:19][C:17]([OH:18])=[C:15]([OH:16])[CH:14]=1.C1C2C[C@@H](N3C(S)=NC=C3CN)CCC=2C(F)=CC=1F.[CH:41]1[C:46]([C@@H:47]([OH:50])[CH2:48][NH2:49])=[CH:45][C:44]([OH:51])=[C:43]([OH:52])[CH:42]=1.[CH:53]([OH:62])([C:59]([OH:61])=[O:60])[CH:54]([OH:58])[C:55]([OH:57])=[O:56], predict the reaction product. The product is: [NH2:10][CH2:11][CH2:12][C:13]1[CH:20]=[CH:19][C:17]([OH:18])=[C:15]([OH:16])[CH:14]=1.[NH2:49][CH2:48][CH2:47][C:46]1[CH:41]=[CH:42][C:43]([OH:52])=[C:44]([OH:51])[CH:45]=1.[CH:41]1[C:46]([C@@H:47]([OH:50])[CH2:48][NH2:49])=[CH:45][C:44]([OH:51])=[C:43]([OH:52])[CH:42]=1.[CH:53]([OH:62])([C:59]([OH:61])=[O:60])[CH:54]([OH:58])[C:55]([OH:57])=[O:56]. (6) Given the reactants [CH3:1][C:2]1[CH:7]=[CH:6][C:5]([S:8][C:9]2[CH:14]=[CH:13][C:12]([OH:15])=[CH:11][CH:10]=2)=[C:4]([NH:16][C:17]2[C:26]3[C:21](=[N:22][C:23]([CH3:27])=[CH:24][CH:25]=3)[N:20]=[CH:19][CH:18]=2)[CH:3]=1.[C:28]1([CH2:34][S:35](Cl)(=[O:37])=[O:36])[CH:33]=[CH:32][CH:31]=[CH:30][CH:29]=1, predict the reaction product. The product is: [CH3:1][C:2]1[CH:7]=[CH:6][C:5]([S:8][C:9]2[CH:10]=[CH:11][C:12]([O:15][S:35]([CH2:34][C:28]3[CH:33]=[CH:32][CH:31]=[CH:30][CH:29]=3)(=[O:37])=[O:36])=[CH:13][CH:14]=2)=[C:4]([NH:16][C:17]2[C:26]3[C:21](=[N:22][C:23]([CH3:27])=[CH:24][CH:25]=3)[N:20]=[CH:19][CH:18]=2)[CH:3]=1. (7) Given the reactants [NH:1]1[CH2:5][CH2:4][CH2:3][CH2:2]1.C(N(CC)CC)C.C(=O)([O-])[O-].[Cs+].[Cs+].Br[C:20]1[CH:21]=[C:22]([CH2:26][OH:27])[CH:23]=[N:24][CH:25]=1, predict the reaction product. The product is: [N:1]1([C:20]2[CH:21]=[C:22]([CH2:26][OH:27])[CH:23]=[N:24][CH:25]=2)[CH2:5][CH2:4][CH2:3][CH2:2]1. (8) Given the reactants [Si:1]([O:8][C@@H:9]([CH2:13][CH2:14][C:15]1[CH:20]=[CH:19][CH:18]=[CH:17][CH:16]=1)[CH2:10][CH2:11]O)([C:4]([CH3:7])([CH3:6])[CH3:5])([CH3:3])[CH3:2].C(N(CC)CC)C.CS(Cl)(=O)=O.[Li+].[Br-:34], predict the reaction product. The product is: [Si:1]([O:8][C@H:9]([CH2:10][CH2:11][Br:34])[CH2:13][CH2:14][C:15]1[CH:20]=[CH:19][CH:18]=[CH:17][CH:16]=1)([C:4]([CH3:7])([CH3:6])[CH3:5])([CH3:3])[CH3:2].